From a dataset of Reaction yield outcomes from USPTO patents with 853,638 reactions. Predict the reaction yield, written as a fraction of the theoretical maximum amount of product (1.0 means a 100% yield; for example, 0.34 means a 34% yield). (1) The reactants are [O:1]1[C:5]2[CH:6]=[CH:7][CH:8]=[CH:9][C:4]=2[CH:3]=[C:2]1[C:10]1[C:18]2[C:13](=[CH:14][CH:15]=[C:16]([C:19](O)=[O:20])[CH:17]=2)[N:12](C2CCCCO2)[N:11]=1.F[P-](F)(F)(F)(F)F.N1(OC(N(C)C)=[N+](C)C)C2C=CC=CC=2N=N1.[CH3:52][N:53]([CH3:58])[CH2:54][CH2:55][CH2:56][NH2:57]. No catalyst specified. The product is [O:1]1[C:5]2[CH:6]=[CH:7][CH:8]=[CH:9][C:4]=2[CH:3]=[C:2]1[C:10]1[C:18]2[C:13](=[CH:14][CH:15]=[C:16]([C:19]([NH:57][CH2:56][CH2:55][CH2:54][N:53]([CH3:58])[CH3:52])=[O:20])[CH:17]=2)[NH:12][N:11]=1. The yield is 0.340. (2) The reactants are [F:1][C:2]([F:10])([C:6]([F:9])([F:8])[F:7])[C:3](=[S:5])[NH2:4].Cl[CH:12]([C:18](=O)[C:19]([F:22])([F:21])[F:20])[C:13]([O:15][CH2:16][CH3:17])=[O:14].FF.C(N(CC)CC)C. The catalyst is C(#N)C. The product is [F:1][C:2]([F:10])([C:3]1[S:5][C:12]([C:13]([O:15][CH2:16][CH3:17])=[O:14])=[C:18]([C:19]([F:20])([F:22])[F:21])[N:4]=1)[C:6]([F:9])([F:8])[F:7]. The yield is 0.130. (3) The reactants are C[O:2][C:3]([CH2:5][NH:6][C:7]1[N:12]=[CH:11][C:10](/[CH:13]=[CH:14]/[C:15]([N:17]([CH3:29])[CH2:18][C:19]2[C:27]3[C:22](=[CH:23][CH:24]=[CH:25][CH:26]=3)[NH:21][C:20]=2[CH3:28])=[O:16])=[CH:9][CH:8]=1)=O.[CH3:30][NH2:31]. The catalyst is CO. The product is [CH3:29][N:17]([CH2:18][C:19]1[C:27]2[C:22](=[CH:23][CH:24]=[CH:25][CH:26]=2)[NH:21][C:20]=1[CH3:28])[C:15](=[O:16])/[CH:14]=[CH:13]/[C:10]1[CH:11]=[N:12][C:7]([NH:6][CH2:5][C:3]([NH:31][CH3:30])=[O:2])=[CH:8][CH:9]=1. The yield is 1.00. (4) The reactants are Cl[C:2]1[CH:10]=[CH:9][C:5]([C:6]([OH:8])=[O:7])=[CH:4][CH:3]=1.[C:11]([C:14]1[CH:15]=[C:16](B(O)O)[CH:17]=[CH:18][CH:19]=1)([OH:13])=[O:12].C([O-])([O-])=O.[K+].[K+]. The catalyst is CC([O-])=O.CC([O-])=O.[Pd+2].C1(P(C2CCCCC2)C2C=CC=CC=2C2C(OC)=CC=C(S([O-])(=O)=O)C=2OC)CCCCC1.[Na+].O. The product is [C:10]1([C:17]2[CH:16]=[CH:15][C:14]([C:11]([OH:13])=[O:12])=[CH:19][CH:18]=2)[CH:2]=[CH:3][CH:4]=[C:5]([C:6]([OH:8])=[O:7])[CH:9]=1. The yield is 0.950. (5) The reactants are [F-:1].[K+].[CH2:3]1OCCOCCOCCOCCOCCOC1.Br[CH2:22][C:23]([C:25]1[CH:33]=[CH:32][C:28]([C:29]([OH:31])=[O:30])=[CH:27][CH:26]=1)=[O:24]. The catalyst is C(#N)C.O. The product is [CH3:3][O:31][C:29](=[O:30])[C:28]1[CH:32]=[CH:33][C:25]([C:23](=[O:24])[CH2:22][F:1])=[CH:26][CH:27]=1. The yield is 0.310. (6) The reactants are [CH3:1][O:2][C:3]1[CH:8]=[CH:7][C:6]([S:9]([C:12]([CH2:19][C:20]#[CH:21])([CH2:16][C:17]#[CH:18])[C:13](O)=[O:14])(=[O:11])=[O:10])=[CH:5][CH:4]=1.Cl.[NH2:23][OH:24]. No catalyst specified. The product is [OH:24][NH:23][C:13](=[O:14])[C:12]([S:9]([C:6]1[CH:7]=[CH:8][C:3]([O:2][CH3:1])=[CH:4][CH:5]=1)(=[O:11])=[O:10])([CH2:19][C:20]#[CH:21])[CH2:16][C:17]#[CH:18]. The yield is 0.850. (7) The product is [CH3:30][O:29][C:24](=[O:28])/[C:25](/[CH3:27])=[CH:26]/[C:2]1[CH:23]=[CH:22][C:5]2[C:6]3[N:7]([CH2:8][CH2:9][O:10][C:4]=2[CH:3]=1)[CH:11]=[C:12]([C:14]1[N:18]([CH:19]([CH3:21])[CH3:20])[N:17]=[CH:16][N:15]=1)[N:13]=3. The catalyst is CN(C=O)C.C([O-])(=O)C.[Pd+2].C([O-])(=O)C. The reactants are Br[C:2]1[CH:23]=[CH:22][C:5]2[C:6]3[N:7]([CH:11]=[C:12]([C:14]4[N:18]([CH:19]([CH3:21])[CH3:20])[N:17]=[CH:16][N:15]=4)[N:13]=3)[CH2:8][CH2:9][O:10][C:4]=2[CH:3]=1.[C:24]([O:29][CH3:30])(=[O:28])[C:25]([CH3:27])=[CH2:26].C(N(CC)CC)C.C1(C)C=CC=CC=1P(C1C=CC=CC=1C)C1C=CC=CC=1C. The yield is 0.570. (8) The reactants are [F:1][C:2]1[CH:7]=[C:6]([O:8][C:9]([F:12])([F:11])[F:10])[CH:5]=[CH:4][C:3]=1[N:13]1[CH:18]=[C:17]([O:19][CH3:20])[C:16](=[O:21])[C:15]([C:22]([O:24]C)=[O:23])=[N:14]1.[OH-].[Na+].Cl. The catalyst is C1COCC1. The product is [F:1][C:2]1[CH:7]=[C:6]([O:8][C:9]([F:11])([F:12])[F:10])[CH:5]=[CH:4][C:3]=1[N:13]1[CH:18]=[C:17]([O:19][CH3:20])[C:16](=[O:21])[C:15]([C:22]([OH:24])=[O:23])=[N:14]1. The yield is 0.970. (9) The reactants are [C:1]([C:5]1[CH:9]=[C:8]([NH:10][C:11]([C@@H:13]2[CH2:17][CH2:16][C:15](=[O:18])[NH:14]2)=[O:12])[O:7][N:6]=1)([CH3:4])([CH3:3])[CH3:2].CC1(C)C2C(=C(P(C3C=CC=CC=3)C3C=CC=CC=3)C=CC=2)OC2C(P(C3C=CC=CC=3)C3C=CC=CC=3)=CC=CC1=2.C(=O)([O-])[O-].[Cs+].[Cs+].Br[C:68]1[N:73]=[C:72]([CH3:74])[C:71]([F:75])=[CH:70][CH:69]=1. The catalyst is O1CCOCC1.C(OCC)(=O)C.C1C=CC(/C=C/C(/C=C/C2C=CC=CC=2)=O)=CC=1.C1C=CC(/C=C/C(/C=C/C2C=CC=CC=2)=O)=CC=1.C1C=CC(/C=C/C(/C=C/C2C=CC=CC=2)=O)=CC=1.[Pd].[Pd]. The product is [C:1]([C:5]1[CH:9]=[C:8]([NH:10][C:11]([C@@H:13]2[CH2:17][CH2:16][C:15](=[O:18])[N:14]2[C:68]2[CH:69]=[CH:70][C:71]([F:75])=[C:72]([CH3:74])[N:73]=2)=[O:12])[O:7][N:6]=1)([CH3:4])([CH3:2])[CH3:3]. The yield is 0.270. (10) The reactants are Br[C:2]1[CH:27]=[CH:26][C:5]([O:6][C@H:7]2[CH2:11][CH2:10][N:9]([CH:12]3[CH2:17][CH2:16][N:15]([C:18]([O:20][C:21]([CH3:24])([CH3:23])[CH3:22])=[O:19])[CH2:14][CH2:13]3)[C:8]2=[O:25])=[C:4]([F:28])[CH:3]=1.[CH3:29][S:30]([O-:32])=[O:31].[Na+].[C@@H]1(N)CCCC[C@H]1N. The catalyst is CS(C)=O. The product is [F:28][C:4]1[CH:3]=[C:2]([S:30]([CH3:29])(=[O:32])=[O:31])[CH:27]=[CH:26][C:5]=1[O:6][C@H:7]1[CH2:11][CH2:10][N:9]([CH:12]2[CH2:17][CH2:16][N:15]([C:18]([O:20][C:21]([CH3:24])([CH3:23])[CH3:22])=[O:19])[CH2:14][CH2:13]2)[C:8]1=[O:25]. The yield is 0.890.